This data is from Catalyst prediction with 721,799 reactions and 888 catalyst types from USPTO. The task is: Predict which catalyst facilitates the given reaction. Reactant: [Cl:1][C:2]1[CH:3]=[CH:4][C:5]([NH:12][C:13]2[CH:14]=[C:15]3[C:19](=[CH:20][CH:21]=2)[N:18]([CH2:22][C:23]2[CH:28]=[CH:27][CH:26]=[C:25]([N:29]4[CH2:34][CH2:33][O:32][CH2:31][CH2:30]4)[CH:24]=2)[CH:17]=[CH:16]3)=[C:6]([CH:11]=1)[C:7]([O:9]C)=[O:8].[OH-].[Na+].O.Cl. Product: [Cl:1][C:2]1[CH:3]=[CH:4][C:5]([NH:12][C:13]2[CH:14]=[C:15]3[C:19](=[CH:20][CH:21]=2)[N:18]([CH2:22][C:23]2[CH:28]=[CH:27][CH:26]=[C:25]([N:29]4[CH2:30][CH2:31][O:32][CH2:33][CH2:34]4)[CH:24]=2)[CH:17]=[CH:16]3)=[C:6]([CH:11]=1)[C:7]([OH:9])=[O:8]. The catalyst class is: 199.